From a dataset of Full USPTO retrosynthesis dataset with 1.9M reactions from patents (1976-2016). Predict the reactants needed to synthesize the given product. (1) Given the product [C:33]([C:32]1[CH:36]=[CH:37][C:29]([CH:28]=[O:38])=[CH:30][CH:31]=1)([OH:35])=[O:34], predict the reactants needed to synthesize it. The reactants are: CC1C=CC(C(O)=O)=CC=1.C(ON1C(=O)C2=CC=CC=C2C1=O)(=O)C.O=O.[C:28](O)(=[O:38])[C:29]1[CH:37]=[CH:36][C:32]([C:33]([OH:35])=[O:34])=[CH:31][CH:30]=1. (2) Given the product [C:1]1([C:7]([C:9]2[S:10][CH:11]=[CH:12][N:13]=2)=[N:15][OH:16])[CH:6]=[CH:5][CH:4]=[CH:3][CH:2]=1, predict the reactants needed to synthesize it. The reactants are: [C:1]1([C:7]([C:9]2[S:10][CH:11]=[CH:12][N:13]=2)=O)[CH:6]=[CH:5][CH:4]=[CH:3][CH:2]=1.Cl.[NH2:15][OH:16].C(=O)([O-])[O-].[Na+].[Na+].